This data is from NCI-60 drug combinations with 297,098 pairs across 59 cell lines. The task is: Regression. Given two drug SMILES strings and cell line genomic features, predict the synergy score measuring deviation from expected non-interaction effect. Drug 1: CC12CCC(CC1=CCC3C2CCC4(C3CC=C4C5=CN=CC=C5)C)O. Drug 2: CC1CCC2CC(C(=CC=CC=CC(CC(C(=O)C(C(C(=CC(C(=O)CC(OC(=O)C3CCCCN3C(=O)C(=O)C1(O2)O)C(C)CC4CCC(C(C4)OC)OCCO)C)C)O)OC)C)C)C)OC. Cell line: NCI-H522. Synergy scores: CSS=5.22, Synergy_ZIP=-4.67, Synergy_Bliss=-3.68, Synergy_Loewe=-13.3, Synergy_HSA=-3.59.